This data is from Catalyst prediction with 721,799 reactions and 888 catalyst types from USPTO. The task is: Predict which catalyst facilitates the given reaction. (1) Reactant: [F:1][CH:2]([F:29])[N:3]1[C:11]2[C:6](=[CH:7][CH:8]=[C:9]([C:12]3[CH2:16][CH2:15][C@:14]([C:21]4[CH:26]=[CH:25][CH:24]=[C:23]([F:27])[C:22]=4[CH3:28])([C:17]([O:19][CH3:20])=[O:18])[CH:13]=3)[CH:10]=2)[CH:5]=[N:4]1.C([O-])=O.[NH4+]. Product: [F:29][CH:2]([F:1])[N:3]1[C:11]2[C:6](=[CH:7][CH:8]=[C:9]([CH:12]3[CH2:16][CH2:15][C@:14]([C:21]4[CH:26]=[CH:25][CH:24]=[C:23]([F:27])[C:22]=4[CH3:28])([C:17]([O:19][CH3:20])=[O:18])[CH2:13]3)[CH:10]=2)[CH:5]=[N:4]1. The catalyst class is: 19. (2) Reactant: [CH:1]1([S:4]([C:7]2[CH:12]=[CH:11][C:10]([CH:13]([C:21]3[NH:25][C:24]([C:26]4[N:31]=[CH:30][C:29]([C:32]([OH:34])=O)=[CH:28][CH:27]=4)=[CH:23][CH:22]=3)[CH2:14][CH:15]3[CH2:20][CH2:19][O:18][CH2:17][CH2:16]3)=[CH:9][CH:8]=2)(=[O:6])=[O:5])[CH2:3][CH2:2]1.[NH2:35][CH2:36][C:37]([CH3:40])([OH:39])[CH3:38].Cl.CN(C)CCCN=C=NCC.ON1C2C=CC=CC=2N=N1. Product: [CH:1]1([S:4]([C:7]2[CH:12]=[CH:11][C:10]([CH:13]([C:21]3[NH:25][C:24]([C:26]4[N:31]=[CH:30][C:29]([C:32]([NH:35][CH2:36][C:37]([OH:39])([CH3:40])[CH3:38])=[O:34])=[CH:28][CH:27]=4)=[CH:23][CH:22]=3)[CH2:14][CH:15]3[CH2:16][CH2:17][O:18][CH2:19][CH2:20]3)=[CH:9][CH:8]=2)(=[O:6])=[O:5])[CH2:2][CH2:3]1. The catalyst class is: 681. (3) Reactant: [F:1][C:2]1[C:7]([C:8]([F:11])([F:10])[F:9])=[CH:6][CH:5]=[CH:4][C:3]=1[N:12]=[C:13]=[O:14].C([N:22]1[C@@H]2[C@@](C3C=CC(OC)=C(OC)C=3)(CC[C@@H](N)C2)CC1)C1C=CC=CC=1. Product: [F:1][C:2]1[C:7]([C:8]([F:11])([F:10])[F:9])=[CH:6][CH:5]=[CH:4][C:3]=1[NH:12][C:13](=[O:14])[NH2:22]. The catalyst class is: 2. (4) Reactant: [Si:1]([O:8][C@H:9]1[CH2:13][N:12]([C:14]([O:16][C:17]([CH3:20])([CH3:19])[CH3:18])=[O:15])[C@H:11]([C:21](OC)=[O:22])[CH2:10]1)([C:4]([CH3:7])([CH3:6])[CH3:5])([CH3:3])[CH3:2].[BH4-].[Li+].C(OCC)(=O)C. Product: [Si:1]([O:8][C@H:9]1[CH2:13][N:12]([C:14]([O:16][C:17]([CH3:20])([CH3:19])[CH3:18])=[O:15])[C@H:11]([CH2:21][OH:22])[CH2:10]1)([C:4]([CH3:7])([CH3:6])[CH3:5])([CH3:3])[CH3:2]. The catalyst class is: 1. (5) Reactant: [CH3:1][N:2]([CH3:25])[CH2:3][CH2:4][CH2:5][O:6][C:7]1[CH:22]=[CH:21][C:10]([CH:11]=[C:12]([C:18](=[O:20])[CH3:19])[C:13]([O:15][CH2:16][CH3:17])=[O:14])=[C:9]([O:23][CH3:24])[CH:8]=1. Product: [CH3:25][N:2]([CH3:1])[CH2:3][CH2:4][CH2:5][O:6][C:7]1[CH:22]=[CH:21][C:10]([CH2:11][CH:12]([C:18](=[O:20])[CH3:19])[C:13]([O:15][CH2:16][CH3:17])=[O:14])=[C:9]([O:23][CH3:24])[CH:8]=1. The catalyst class is: 50. (6) Reactant: Br[CH2:2][CH2:3][O:4][C:5]1[CH:6]=[CH:7][C:8]([C:22]2[NH:31][C:30](=[O:32])[C:29]3[C:24](=[CH:25][C:26]([O:35][CH3:36])=[CH:27][C:28]=3[O:33][CH3:34])[N:23]=2)=[N:9][C:10]=1[C:11]1[CH:16]=[CH:15][C:14]([S:17]([CH3:20])(=[O:19])=[O:18])=[CH:13][C:12]=1[CH3:21].[CH:37]([NH2:40])([CH3:39])[CH3:38]. Product: [CH:37]([NH:40][CH2:2][CH2:3][O:4][C:5]1[CH:6]=[CH:7][C:8]([C:22]2[NH:31][C:30](=[O:32])[C:29]3[C:24](=[CH:25][C:26]([O:35][CH3:36])=[CH:27][C:28]=3[O:33][CH3:34])[N:23]=2)=[N:9][C:10]=1[C:11]1[CH:16]=[CH:15][C:14]([S:17]([CH3:20])(=[O:19])=[O:18])=[CH:13][C:12]=1[CH3:21])([CH3:39])[CH3:38]. The catalyst class is: 16. (7) Reactant: [CH2:1]([N:3](CC)CC)C.[Cl:8][C:9]1[CH:17]=[CH:16][C:12]([C:13]([OH:15])=O)=[CH:11][C:10]=1[NH:18][C:19]([C:21]1[C:32](=[O:33])[NH:31][C:24]2[N:25]=[C:26]([O:29][CH3:30])[N:27]=[CH:28][C:23]=2[CH:22]=1)=[O:20].CN(C(ON1N=NC2C=CC=NC1=2)=[N+](C)C)C.F[P-](F)(F)(F)(F)F.CN.C1COCC1. Product: [Cl:8][C:9]1[CH:17]=[CH:16][C:12]([C:13](=[O:15])[NH:3][CH3:1])=[CH:11][C:10]=1[NH:18][C:19]([C:21]1[C:32](=[O:33])[NH:31][C:24]2[N:25]=[C:26]([O:29][CH3:30])[N:27]=[CH:28][C:23]=2[CH:22]=1)=[O:20]. The catalyst class is: 3.